Predict the product of the given reaction. From a dataset of Forward reaction prediction with 1.9M reactions from USPTO patents (1976-2016). (1) Given the reactants Cl.[NH2:2][C:3]1[C:4](=[O:11])[N:5]([CH3:10])[CH:6]=[CH:7][C:8]=1[OH:9].[CH:12](OCC)(OCC)OCC, predict the reaction product. The product is: [CH3:10][N:5]1[CH:6]=[CH:7][C:8]2[O:9][CH:12]=[N:2][C:3]=2[C:4]1=[O:11]. (2) Given the reactants [NH2:1][C:2]1[C:3](=[O:21])[N:4]([CH2:13][C:14]2[CH:19]=[CH:18][C:17]([Cl:20])=[CH:16][CH:15]=2)[C:5](=[O:12])[N:6]([CH2:9][CH2:10][CH3:11])[C:7]=1[NH2:8].Cl[CH:23]1[CH2:27][CH2:26][CH2:25][C:24]1=O, predict the reaction product. The product is: [Cl:20][C:17]1[CH:18]=[CH:19][C:14]([CH2:13][N:4]2[C:3](=[O:21])[C:2]3[C:7](=[N:8][C:23]4[CH2:27][CH2:26][CH2:25][C:24]=4[N:1]=3)[N:6]([CH2:9][CH2:10][CH3:11])[C:5]2=[O:12])=[CH:15][CH:16]=1. (3) Given the reactants [CH2:1]([C:3]1[CH:12]=[C:11](C)[C:10]([I:14])=[CH:9][C:4]=1[C:5]([O:7][CH3:8])=[O:6])[CH3:2].[Cl:15]C1C=CC(C(OC)=O)=C(CC)C=1.C(C1C=C(C)C=CC=1C(OC)=O)C, predict the reaction product. The product is: [Cl:15][C:11]1[C:10]([I:14])=[CH:9][C:4]([C:5]([O:7][CH3:8])=[O:6])=[C:3]([CH2:1][CH3:2])[CH:12]=1. (4) Given the reactants [CH2:1]([O:8][CH2:9][C@H:10]([OH:12])[CH3:11])[C:2]1[CH:7]=[CH:6][CH:5]=[CH:4][CH:3]=1.[CH2:13](Br)[CH:14]=[CH2:15].[H-].[Na+], predict the reaction product. The product is: [CH2:15]([O:12][C@H:10]([CH3:11])[CH2:9][O:8][CH2:1][C:2]1[CH:7]=[CH:6][CH:5]=[CH:4][CH:3]=1)[CH:14]=[CH2:13]. (5) Given the reactants BrBr.BrC1C(C[CH:11]2[CH:16]=[CH:15][C:14](CC3C(Br)=C(Br)C(Br)=C(Br)C=3Br)([CH:17]([C:19]3[CH:24]=[CH:23][CH:22]=[CH:21][CH:20]=3)[CH3:18])[C:13](CC3C(Br)=C(Br)C(Br)=C(Br)C=3Br)(CC3C(Br)=C(Br)C(Br)=C(Br)C=3Br)[C:12]2(CC2C(Br)=C(Br)C(Br)=C(Br)C=2Br)CC2C(Br)=C(Br)C(Br)=C(Br)C=2Br)=C(Br)C(Br)=C(Br)C=1Br, predict the reaction product. The product is: [C:14]1([CH:17]([C:19]2[CH:20]=[CH:21][CH:22]=[CH:23][CH:24]=2)[CH3:18])[CH:15]=[CH:16][CH:11]=[CH:12][CH:13]=1. (6) The product is: [C:16]([C:2]1[CH:3]=[C:4]([CH:8]=[CH:9][C:10]=1[O:11][C:12]([F:15])([F:14])[F:13])[C:5]([OH:7])=[O:6])#[N:17]. Given the reactants Br[C:2]1[CH:3]=[C:4]([CH:8]=[CH:9][C:10]=1[O:11][C:12]([F:15])([F:14])[F:13])[C:5]([OH:7])=[O:6].[C:16]([Cu])#[N:17], predict the reaction product. (7) Given the reactants [Cl:1][C:2]1[C:7]([C:8]([O:10][CH3:11])=[O:9])=[C:6](Cl)[N:5]=[CH:4][N:3]=1.C(N(CC)CC)C.[F:20][C:21]1[CH:26]=[C:25]([F:27])[CH:24]=[C:23]([F:28])[C:22]=1[OH:29], predict the reaction product. The product is: [Cl:1][C:2]1[C:7]([C:8]([O:10][CH3:11])=[O:9])=[C:6]([O:29][C:22]2[C:21]([F:20])=[CH:26][C:25]([F:27])=[CH:24][C:23]=2[F:28])[N:5]=[CH:4][N:3]=1. (8) Given the reactants [O:1]([C:8]1[CH:9]=[C:10]([C:14]2[N:18]=[C:17]([C:19]3[CH:28]=[CH:27][C:22]([C:23]([O:25]C)=[O:24])=[CH:21][CH:20]=3)[O:16][N:15]=2)[CH:11]=[CH:12][CH:13]=1)[C:2]1[CH:7]=[CH:6][CH:5]=[CH:4][CH:3]=1.[OH-].[Na+].CO.Cl, predict the reaction product. The product is: [O:1]([C:8]1[CH:9]=[C:10]([C:14]2[N:18]=[C:17]([C:19]3[CH:28]=[CH:27][C:22]([C:23]([OH:25])=[O:24])=[CH:21][CH:20]=3)[O:16][N:15]=2)[CH:11]=[CH:12][CH:13]=1)[C:2]1[CH:7]=[CH:6][CH:5]=[CH:4][CH:3]=1.